Task: Predict the reactants needed to synthesize the given product.. Dataset: Full USPTO retrosynthesis dataset with 1.9M reactions from patents (1976-2016) (1) Given the product [NH2:74][C:69]12[CH2:72][CH2:73][C:66]([NH:75][C:11](=[O:13])[C:10]3[C:5]([NH:4][CH:1]([CH3:2])[CH3:3])=[CH:6][C:7]([NH:14][C:15]4[CH:20]=[CH:19][N:18]5[N:21]=[CH:22][CH:23]=[C:17]5[N:16]=4)=[N:8][CH:9]=3)([CH2:71][CH2:70]1)[CH2:67][CH2:68]2, predict the reactants needed to synthesize it. The reactants are: [CH:1]([NH:4][C:5]1[C:10]([C:11]([OH:13])=O)=[CH:9][N:8]=[C:7]([NH:14][C:15]2[CH:20]=[CH:19][N:18]3[N:21]=[CH:22][CH:23]=[C:17]3[N:16]=2)[CH:6]=1)([CH3:3])[CH3:2].C1CN([P+](ON2N=NC3C=CC=CC2=3)(N2CCCC2)N2CCCC2)CC1.F[P-](F)(F)(F)(F)F.CCN(C(C)C)C(C)C.[C:66]12([NH2:75])[CH2:73][CH2:72][C:69]([NH2:74])([CH2:70][CH2:71]1)[CH2:68][CH2:67]2. (2) Given the product [Cl:29][C:30]1[CH:31]=[C:32]([CH:35]=[CH:36][C:37]=1[Cl:38])[CH2:33][NH:34][C:9](=[O:11])[C:8]1[CH:12]=[C:4]([N+:1]([O-:3])=[O:2])[CH:5]=[CH:6][C:7]=1[NH2:13], predict the reactants needed to synthesize it. The reactants are: [N+:1]([C:4]1[CH:12]=[C:8]([C:9]([OH:11])=O)[C:7]([NH2:13])=[CH:6][CH:5]=1)([O-:3])=[O:2].C1C=C2N=NN(O)C2=CC=1.O.C(Cl)CCl.[Cl:29][C:30]1[CH:31]=[C:32]([CH:35]=[CH:36][C:37]=1[Cl:38])[CH2:33][NH2:34]. (3) Given the product [CH3:1][O:3][C:4](=[O:22])[CH2:5][CH2:6][C:7]1[CH:12]=[CH:11][C:10]([OH:13])=[CH:9][C:8]=1[CH3:21], predict the reactants needed to synthesize it. The reactants are: [CH2:1]([O:3][C:4](=[O:22])[CH:5]=[CH:6][C:7]1[CH:12]=[CH:11][C:10]([O:13]CC2C=CC=CC=2)=[CH:9][C:8]=1[CH3:21])C.[H][H]. (4) The reactants are: [C:1]([CH2:3][O:4][C:5]1[CH:10]=[CH:9][C:8]([C:11]2[N:15]3[CH:16]=[C:17]([C:20]([O-:22])=[O:21])[N:18]=[CH:19][C:14]3=[N:13][CH:12]=2)=[CH:7][CH:6]=1)#[N:2].[BH4-].[Na+].[CH3:25]CO. Given the product [NH2:2][CH2:1][CH2:3][O:4][C:5]1[CH:6]=[CH:7][C:8]([C:11]2[N:15]3[CH:16]=[C:17]([C:20]([O:22][CH3:25])=[O:21])[N:18]=[CH:19][C:14]3=[N:13][CH:12]=2)=[CH:9][CH:10]=1, predict the reactants needed to synthesize it. (5) Given the product [Cl:8][C:6]1[N:5]=[C:4]([S:9][CH3:10])[N:3]=[C:2]([NH:11][C:12]2[S:13][C:14]([C:17]#[N:18])=[CH:15][N:16]=2)[CH:7]=1, predict the reactants needed to synthesize it. The reactants are: Cl[C:2]1[CH:7]=[C:6]([Cl:8])[N:5]=[C:4]([S:9][CH3:10])[N:3]=1.[NH2:11][C:12]1[S:13][C:14]([C:17]#[N:18])=[CH:15][N:16]=1.[O-]P([O-])([O-])=O.[K+].[K+].[K+]. (6) Given the product [N:13]1([CH2:12][CH2:11][CH2:10][CH2:9][C:6]2[CH:5]=[CH:4][C:3]([OH:2])=[CH:8][CH:7]=2)[CH:17]=[CH:16][N:15]=[CH:14]1, predict the reactants needed to synthesize it. The reactants are: C[O:2][C:3]1[CH:8]=[CH:7][C:6]([CH2:9][CH2:10][CH2:11][CH2:12][N:13]2[CH:17]=[CH:16][N:15]=[CH:14]2)=[CH:5][CH:4]=1.Br.[OH-].[Na+].